This data is from Reaction yield outcomes from USPTO patents with 853,638 reactions. The task is: Predict the reaction yield, written as a fraction of the theoretical maximum amount of product (1.0 means a 100% yield; for example, 0.34 means a 34% yield). The reactants are Cl[C:2]1[CH:7]=[CH:6][N:5]2[N:8]=[CH:9][C:10]([C:11]([NH:13][C:14]3[N:18]([C:19]4[CH:24]=[CH:23][CH:22]=[C:21]([Cl:25])[CH:20]=4)[N:17]=[C:16]([CH3:26])[CH:15]=3)=[O:12])=[C:4]2[N:3]=1.[OH-].[NH4+:28]. No catalyst specified. The product is [NH2:28][C:2]1[CH:7]=[CH:6][N:5]2[N:8]=[CH:9][C:10]([C:11]([NH:13][C:14]3[N:18]([C:19]4[CH:24]=[CH:23][CH:22]=[C:21]([Cl:25])[CH:20]=4)[N:17]=[C:16]([CH3:26])[CH:15]=3)=[O:12])=[C:4]2[N:3]=1. The yield is 0.480.